The task is: Predict the reaction yield, written as a fraction of the theoretical maximum amount of product (1.0 means a 100% yield; for example, 0.34 means a 34% yield).. This data is from Reaction yield outcomes from USPTO patents with 853,638 reactions. (1) The yield is 0.0100. The reactants are [Na].[Cl:2][C:3]1[C:8]([Cl:9])=[CH:7][CH:6]=[CH:5][C:4]=1[S:10]([NH:13][C:14]1[CH:19]=[CH:18][C:17]([CH2:20][C:21]#[N:22])=[CH:16][CH:15]=1)(=[O:12])=[O:11].[CH2:23]([O:25]C=O)C. The product is [Cl:2][C:3]1[C:8]([Cl:9])=[CH:7][CH:6]=[CH:5][C:4]=1[S:10]([NH:13][C:14]1[CH:19]=[CH:18][C:17]([CH:20]([C:21]#[N:22])[CH:23]=[O:25])=[CH:16][CH:15]=1)(=[O:11])=[O:12]. The catalyst is CCO. (2) The reactants are Cl.[F:2][C:3]1[CH:8]=[CH:7][C:6]([C:9]2[C:17]3[C:12](=[N:13][CH:14]=[CH:15][CH:16]=3)[S:11][C:10]=2[C:18]([OH:20])=O)=[CH:5][CH:4]=1.C(Cl)CCl.[F:25][C:26]1[CH:39]=[CH:38][C:29]([CH2:30][NH:31]C2C=CC=CC=2)=[CH:28][CH:27]=1. The catalyst is CN(C=O)C. The product is [F:25][C:26]1[CH:39]=[CH:38][C:29]([CH2:30][NH:31][C:18]([C:10]2[S:11][C:12]3=[N:13][CH:14]=[CH:15][CH:16]=[C:17]3[C:9]=2[C:6]2[CH:5]=[CH:4][C:3]([F:2])=[CH:8][CH:7]=2)=[O:20])=[CH:28][CH:27]=1. The yield is 0.240. (3) The reactants are [CH2:1]([O:3][CH:4]([O:7][CH2:8][CH3:9])[C:5]#[N:6])[CH3:2].[N+:10]([CH2:12][C:13]([O:15][CH3:16])=[O:14])#[C-:11].CCOCC. The catalyst is COCCOCCOC. The product is [CH2:1]([O:3][CH:4]([O:7][CH2:8][CH3:9])[C:5]1[N:6]=[CH:11][NH:10][C:12]=1[C:13]([O:15][CH3:16])=[O:14])[CH3:2]. The yield is 0.530. (4) The catalyst is CN(C)C=O.O. The product is [CH:1]1([CH:7]([NH:8][C:26]2[CH:35]=[CH:34][C:29]([C:30]([O:32][CH3:33])=[O:31])=[CH:28][N:27]=2)[C:9]2[CH:14]=[N:13][C:12]([C:15]3[CH:16]=[CH:17][C:18]([C:21]([F:24])([F:23])[F:22])=[CH:19][CH:20]=3)=[N:11][CH:10]=2)[CH2:2][CH2:3][CH2:4][CH2:5][CH2:6]1. The yield is 0.860. The reactants are [CH:1]1([CH:7]([C:9]2[CH:10]=[N:11][C:12]([C:15]3[CH:20]=[CH:19][C:18]([C:21]([F:24])([F:23])[F:22])=[CH:17][CH:16]=3)=[N:13][CH:14]=2)[NH2:8])[CH2:6][CH2:5][CH2:4][CH2:3][CH2:2]1.F[C:26]1[CH:35]=[CH:34][C:29]([C:30]([O:32][CH3:33])=[O:31])=[CH:28][N:27]=1.C(=O)([O-])[O-].[K+].[K+]. (5) The reactants are [N:1]1[C:10]2[CH:9]([NH:11][CH2:12][CH2:13][CH2:14][CH2:15][N:16]3[C:24](=[O:25])[C:23]4[C:18](=[CH:19][CH:20]=[CH:21][CH:22]=4)[C:17]3=[O:26])[CH2:8][CH2:7][CH2:6][C:5]=2[CH:4]=[CH:3][CH:2]=1.[BH-](O[C:37]([CH3:39])=O)(OC(C)=O)OC(C)=O.[Na+]. The catalyst is ClCCl. The product is [CH3:2][N:1]1[C:10]2[CH:5]=[CH:6][CH:7]=[CH:8][C:9]=2[N:11]=[C:37]1[CH2:39][N:11]([CH:9]1[C:10]2[N:1]=[CH:2][CH:3]=[CH:4][C:5]=2[CH2:6][CH2:7][CH2:8]1)[CH2:12][CH2:13][CH2:14][CH2:15][N:16]1[C:24](=[O:25])[C:23]2[C:18](=[CH:19][CH:20]=[CH:21][CH:22]=2)[C:17]1=[O:26]. The yield is 0.360.